Dataset: Full USPTO retrosynthesis dataset with 1.9M reactions from patents (1976-2016). Task: Predict the reactants needed to synthesize the given product. Given the product [N:43]1([CH2:42][C:41]2[CH:40]=[CH:39][C:38]([C:2]3[CH:3]=[C:4]4[C:10]([C:11]5[CH:12]=[C:13]6[C:17](=[CH:18][CH:19]=5)[NH:16][CH:15]=[CH:14]6)=[CH:9][NH:8][C:5]4=[N:6][CH:7]=3)=[CH:49][CH:48]=2)[CH:47]=[CH:46][N:45]=[CH:44]1, predict the reactants needed to synthesize it. The reactants are: Br[C:2]1[CH:3]=[C:4]2[C:10]([C:11]3[CH:12]=[C:13]4[C:17](=[CH:18][CH:19]=3)[NH:16][CH:15]=[CH:14]4)=[CH:9][N:8](S(C3C=CC(C)=CC=3)(=O)=O)[C:5]2=[N:6][CH:7]=1.CC1(C)C(C)(C)OB([C:38]2[CH:49]=[CH:48][C:41]([CH2:42][N:43]3[CH:47]=[CH:46][N:45]=[CH:44]3)=[CH:40][CH:39]=2)O1.O.